Regression. Given a peptide amino acid sequence and an MHC pseudo amino acid sequence, predict their binding affinity value. This is MHC class I binding data. From a dataset of Peptide-MHC class I binding affinity with 185,985 pairs from IEDB/IMGT. (1) The peptide sequence is GRGGNYPV. The MHC is HLA-B27:05 with pseudo-sequence HLA-B27:05. The binding affinity (normalized) is 0.477. (2) The peptide sequence is GSLITCAKFK. The MHC is HLA-A11:01 with pseudo-sequence HLA-A11:01. The binding affinity (normalized) is 0.492.